From a dataset of Forward reaction prediction with 1.9M reactions from USPTO patents (1976-2016). Predict the product of the given reaction. (1) Given the reactants [OH-].[Na+].[Br:3][C:4]1[CH:9]=[CH:8][C:7]([C@@H:10]2[CH2:12][C@H:11]2[C:13]([O:15]CC)=[O:14])=[CH:6][CH:5]=1, predict the reaction product. The product is: [Br:3][C:4]1[CH:5]=[CH:6][C:7]([C@@H:10]2[CH2:12][C@H:11]2[C:13]([OH:15])=[O:14])=[CH:8][CH:9]=1. (2) Given the reactants [CH3:1][C:2]1[S:3][CH:4]=[C:5]([CH2:7][O:8][C:9]2[CH:14]=[CH:13][C:12]([N+:15]([O-])=O)=[C:11]([N+:18]([O-])=O)[CH:10]=2)[N:6]=1.[O:21]1[CH2:26][CH2:25][N:24]([C:27]2[CH:32]=[CH:31][C:30]([NH:33][C:34]([C:36]3[CH:43]=[CH:42][C:39]([CH:40]=O)=[CH:38][CH:37]=3)=[O:35])=[CH:29][CH:28]=2)[CH2:23][CH2:22]1, predict the reaction product. The product is: [CH3:1][C:2]1[S:3][CH:4]=[C:5]([CH2:7][O:8][C:9]2[CH:14]=[CH:13][C:12]3[N:15]=[C:40]([C:39]4[CH:38]=[CH:37][C:36]([C:34]([NH:33][C:30]5[CH:29]=[CH:28][C:27]([N:24]6[CH2:23][CH2:22][O:21][CH2:26][CH2:25]6)=[CH:32][CH:31]=5)=[O:35])=[CH:43][CH:42]=4)[NH:18][C:11]=3[CH:10]=2)[N:6]=1. (3) Given the reactants [C:1]([O:5][C:6]([N:8]1[CH2:13][CH2:12][C:11]2[NH:14][C:15]([C:17]3[CH:22]=[CH:21][N:20]=[C:19]([NH2:23])[N:18]=3)=[CH:16][C:10]=2[C:9]1=[O:24])=[O:7])([CH3:4])([CH3:3])[CH3:2].[O:25]1[CH:29]=[CH:28][CH:27]=[C:26]1[C:30](Cl)=[O:31].[OH-].[Na+].Cl.[CH2:36](Cl)Cl, predict the reaction product. The product is: [C:1]([O:5][C:6]([N:8]1[CH2:13][CH2:12][C:11]2[N:14]([CH3:36])[C:15]([C:17]3[CH:22]=[CH:21][N:20]=[C:19]([NH:23][C:30]([C:26]4[O:25][CH:29]=[CH:28][CH:27]=4)=[O:31])[N:18]=3)=[CH:16][C:10]=2[C:9]1=[O:24])=[O:7])([CH3:4])([CH3:2])[CH3:3]. (4) The product is: [Cl:1][C:2]1[C:10]2[C:5](=[CH:6][C:7]([NH2:21])=[C:8]([CH2:11][NH:12][C@@H:13]([C:15]3[CH:16]=[CH:17][CH:18]=[CH:19][CH:20]=3)[CH3:14])[CH:9]=2)[N:4]([C:24]([C:37]2[CH:42]=[CH:41][CH:40]=[CH:39][CH:38]=2)([C:25]2[CH:26]=[CH:27][CH:28]=[CH:29][CH:30]=2)[C:31]2[CH:32]=[CH:33][CH:34]=[CH:35][CH:36]=2)[N:3]=1. Given the reactants [Cl:1][C:2]1[C:10]2[C:5](=[CH:6][C:7]([N+:21]([O-])=O)=[C:8]([CH2:11][NH:12][C@@H:13]([C:15]3[CH:20]=[CH:19][CH:18]=[CH:17][CH:16]=3)[CH3:14])[CH:9]=2)[N:4]([C:24]([C:37]2[CH:42]=[CH:41][CH:40]=[CH:39][CH:38]=2)([C:31]2[CH:36]=[CH:35][CH:34]=[CH:33][CH:32]=2)[C:25]2[CH:30]=[CH:29][CH:28]=[CH:27][CH:26]=2)[N:3]=1, predict the reaction product. (5) The product is: [NH2:33][C:5]([CH2:8][N:9]1[C:17]2[C:12](=[C:13]([C:18]3[N:22]=[C:21]([C:23]4[CH:24]=[CH:25][C:26]5[O:30][C:29]([CH3:31])=[CH:28][C:27]=5[CH:32]=4)[O:20][N:19]=3)[CH:14]=[CH:15][CH:16]=2)[CH2:11][CH2:10]1)([CH2:4][OH:3])[CH2:6][OH:7]. Given the reactants CC1(C)[O:7][CH2:6][C:5]([NH:33]C(=O)OC(C)(C)C)([CH2:8][N:9]2[C:17]3[C:12](=[C:13]([C:18]4[N:22]=[C:21]([C:23]5[CH:24]=[CH:25][C:26]6[O:30][C:29]([CH3:31])=[CH:28][C:27]=6[CH:32]=5)[O:20][N:19]=4)[CH:14]=[CH:15][CH:16]=3)[CH2:11][CH2:10]2)[CH2:4][O:3]1.C(OC1C=C(C2ON=C(C3C=CC=C4C=3CCN4CC3(NC(=O)OC(C)(C)C)COC(C)(C)OC3)N=2)C=CC=1OCC)C, predict the reaction product. (6) Given the reactants [CH3:1][C:2]1[CH:11]=[C:10]2[C:5]([CH:6]=[CH:7][CH:8]=[N:9]2)=[CH:4][CH:3]=1.ClC1C=CC=C(C(OO)=[O:20])C=1.S([O-])([O-])=O.[Na+].[Na+], predict the reaction product. The product is: [CH3:1][C:2]1[CH:11]=[C:10]2[C:5]([CH:6]=[CH:7][CH:8]=[N+:9]2[O-:20])=[CH:4][CH:3]=1.